This data is from Peptide-MHC class I binding affinity with 185,985 pairs from IEDB/IMGT. The task is: Regression. Given a peptide amino acid sequence and an MHC pseudo amino acid sequence, predict their binding affinity value. This is MHC class I binding data. The peptide sequence is EGFLKAAMF. The MHC is HLA-A03:01 with pseudo-sequence HLA-A03:01. The binding affinity (normalized) is 0.0847.